Dataset: Ames mutagenicity test results for genotoxicity prediction. Task: Regression/Classification. Given a drug SMILES string, predict its toxicity properties. Task type varies by dataset: regression for continuous values (e.g., LD50, hERG inhibition percentage) or binary classification for toxic/non-toxic outcomes (e.g., AMES mutagenicity, cardiotoxicity, hepatotoxicity). Dataset: ames. (1) The drug is O=[N+]([O-])c1cc([N+](=O)[O-])c(O)c([N+](=O)[O-])c1O. The result is 0 (non-mutagenic). (2) The drug is Cc1cc(O)c2c(c1)C(=O)c1c(c(O)cc(O)c1-c1c(O)cc(O)c3c1C(=O)c1cc(C)cc(O)c1C3=O)C2=O. The result is 0 (non-mutagenic). (3) The drug is CC(=O)Nc1ccc(C)c(N=Nc2cc(NC(C)=O)ccc2C)c1. The result is 0 (non-mutagenic). (4) The drug is CC1CN(N=O)C(C)CN1N=O. The result is 1 (mutagenic). (5) The compound is Cn1cnc2c(N)ncnc21. The result is 1 (mutagenic). (6) The compound is CON(C)C(=O)Nc1ccc(Cl)c(Cl)c1. The result is 1 (mutagenic). (7) The drug is O=C1c2ccccc2-c2cc3ccccc3cc21. The result is 1 (mutagenic). (8) The compound is NCC1CCC(C(=O)c2ccc(CCC(=O)O)cc2)CC1. The result is 0 (non-mutagenic).